From a dataset of NCI-60 drug combinations with 297,098 pairs across 59 cell lines. Regression. Given two drug SMILES strings and cell line genomic features, predict the synergy score measuring deviation from expected non-interaction effect. (1) Drug 1: CCC1=CC2CC(C3=C(CN(C2)C1)C4=CC=CC=C4N3)(C5=C(C=C6C(=C5)C78CCN9C7C(C=CC9)(C(C(C8N6C)(C(=O)OC)O)OC(=O)C)CC)OC)C(=O)OC. Drug 2: C1CC(C1)(C2=CC=C(C=C2)C3=C(C=C4C(=N3)C=CN5C4=NNC5=O)C6=CC=CC=C6)N. Cell line: NCIH23. Synergy scores: CSS=53.6, Synergy_ZIP=-1.82, Synergy_Bliss=-0.0742, Synergy_Loewe=0.803, Synergy_HSA=2.60. (2) Drug 1: CCC(=C(C1=CC=CC=C1)C2=CC=C(C=C2)OCCN(C)C)C3=CC=CC=C3.C(C(=O)O)C(CC(=O)O)(C(=O)O)O. Drug 2: CC12CCC3C(C1CCC2OP(=O)(O)O)CCC4=C3C=CC(=C4)OC(=O)N(CCCl)CCCl.[Na+]. Cell line: HL-60(TB). Synergy scores: CSS=-22.9, Synergy_ZIP=11.6, Synergy_Bliss=7.57, Synergy_Loewe=-27.8, Synergy_HSA=-27.3. (3) Drug 1: CC(C)(C#N)C1=CC(=CC(=C1)CN2C=NC=N2)C(C)(C)C#N. Drug 2: C(CCl)NC(=O)N(CCCl)N=O. Cell line: U251. Synergy scores: CSS=14.7, Synergy_ZIP=1.74, Synergy_Bliss=10.00, Synergy_Loewe=-0.466, Synergy_HSA=-0.105. (4) Drug 1: C1=C(C(=O)NC(=O)N1)F. Drug 2: CCC1(C2=C(COC1=O)C(=O)N3CC4=CC5=C(C=CC(=C5CN(C)C)O)N=C4C3=C2)O.Cl. Cell line: MCF7. Synergy scores: CSS=31.2, Synergy_ZIP=0.401, Synergy_Bliss=0.464, Synergy_Loewe=3.41, Synergy_HSA=4.45. (5) Drug 1: CCN(CC)CCNC(=O)C1=C(NC(=C1C)C=C2C3=C(C=CC(=C3)F)NC2=O)C. Drug 2: CCC1(C2=C(COC1=O)C(=O)N3CC4=CC5=C(C=CC(=C5CN(C)C)O)N=C4C3=C2)O.Cl. Cell line: TK-10. Synergy scores: CSS=15.7, Synergy_ZIP=-4.36, Synergy_Bliss=-2.66, Synergy_Loewe=-28.7, Synergy_HSA=-4.63. (6) Drug 1: CC12CCC(CC1=CCC3C2CCC4(C3CC=C4C5=CN=CC=C5)C)O. Drug 2: COCCOC1=C(C=C2C(=C1)C(=NC=N2)NC3=CC=CC(=C3)C#C)OCCOC.Cl. Cell line: HCT-15. Synergy scores: CSS=16.2, Synergy_ZIP=5.24, Synergy_Bliss=8.87, Synergy_Loewe=5.67, Synergy_HSA=6.33.